Dataset: Human liver microsome stability data. Task: Regression/Classification. Given a drug SMILES string, predict its absorption, distribution, metabolism, or excretion properties. Task type varies by dataset: regression for continuous measurements (e.g., permeability, clearance, half-life) or binary classification for categorical outcomes (e.g., BBB penetration, CYP inhibition). Dataset: hlm. (1) The drug is COc1ccc(Cl)cc1C(=O)N1CCN(c2cccc(Cl)c2)CC1. The result is 1 (stable in human liver microsomes). (2) The drug is O=C1CC(=O)N(CCCCc2ccccc2)C(=O)N1CCCCc1ccccc1. The result is 1 (stable in human liver microsomes). (3) The molecule is O[C@H](CF)CN1c2cccc(-c3cccc(OC(F)(F)F)c3)c2OC[C@@H]1c1cccc(OC(F)(F)C(F)F)c1. The result is 1 (stable in human liver microsomes). (4) The drug is O=C(Nc1ccc(F)c(-c2nc3ncc(-c4ccccc4F)cn3n2)c1)N1CCC(F)(F)C1. The result is 0 (unstable in human liver microsomes). (5) The drug is Cc1nc(-c2nc3ccccc3n2C)c(C)c(-c2ccc3c(c2C)N(C)CCO3)c1[C@H](OC(C)(C)C)C(=O)O. The result is 0 (unstable in human liver microsomes). (6) The compound is Cc1nn(C)c(COc2ccc(N3CCN(S(=O)(=O)N(C)C)CC3)cc2)c1-c1cccc2c(CCCOc3cccc4ccccc34)c(C(=O)O)n(CCN3CCOCC3)c12. The result is 0 (unstable in human liver microsomes). (7) The drug is CC(=O)SCc1ccc(-c2cccnc2)o1. The result is 1 (stable in human liver microsomes). (8) The drug is O=C(CSc1nnnn1-c1cccc2ccccc12)Nc1ccccc1[N+](=O)[O-]. The result is 1 (stable in human liver microsomes). (9) The drug is Cn1c(-c2ccccn2)c(C2CCCCC2)c2ccc(C(=O)NC(C)(C)C(=O)Nc3ccc(-c4nc(C(N)=O)cs4)cc3)cc21. The result is 1 (stable in human liver microsomes).